From a dataset of NCI-60 drug combinations with 297,098 pairs across 59 cell lines. Regression. Given two drug SMILES strings and cell line genomic features, predict the synergy score measuring deviation from expected non-interaction effect. (1) Drug 1: C1=CC(=CC=C1CCC2=CNC3=C2C(=O)NC(=N3)N)C(=O)NC(CCC(=O)O)C(=O)O. Drug 2: C(=O)(N)NO. Cell line: ACHN. Synergy scores: CSS=37.1, Synergy_ZIP=-4.50, Synergy_Bliss=1.89, Synergy_Loewe=5.13, Synergy_HSA=6.36. (2) Drug 1: C1=C(C(=O)NC(=O)N1)F. Drug 2: C(=O)(N)NO. Cell line: COLO 205. Synergy scores: CSS=57.4, Synergy_ZIP=-7.51, Synergy_Bliss=-9.84, Synergy_Loewe=-12.4, Synergy_HSA=-5.00. (3) Drug 1: CC1OCC2C(O1)C(C(C(O2)OC3C4COC(=O)C4C(C5=CC6=C(C=C35)OCO6)C7=CC(=C(C(=C7)OC)O)OC)O)O. Drug 2: C#CCC(CC1=CN=C2C(=N1)C(=NC(=N2)N)N)C3=CC=C(C=C3)C(=O)NC(CCC(=O)O)C(=O)O. Cell line: U251. Synergy scores: CSS=48.4, Synergy_ZIP=1.61, Synergy_Bliss=-3.23, Synergy_Loewe=-1.39, Synergy_HSA=-1.27. (4) Drug 1: CC1=CC=C(C=C1)C2=CC(=NN2C3=CC=C(C=C3)S(=O)(=O)N)C(F)(F)F. Cell line: SF-295. Drug 2: C(CCl)NC(=O)N(CCCl)N=O. Synergy scores: CSS=-1.70, Synergy_ZIP=5.67, Synergy_Bliss=8.26, Synergy_Loewe=-0.321, Synergy_HSA=0.744. (5) Drug 1: CC12CCC(CC1=CCC3C2CCC4(C3CC=C4C5=CN=CC=C5)C)O. Drug 2: CCC(=C(C1=CC=CC=C1)C2=CC=C(C=C2)OCCN(C)C)C3=CC=CC=C3.C(C(=O)O)C(CC(=O)O)(C(=O)O)O. Cell line: SW-620. Synergy scores: CSS=-0.0675, Synergy_ZIP=0.640, Synergy_Bliss=1.30, Synergy_Loewe=-3.03, Synergy_HSA=-2.81. (6) Drug 1: CN(CC1=CN=C2C(=N1)C(=NC(=N2)N)N)C3=CC=C(C=C3)C(=O)NC(CCC(=O)O)C(=O)O. Drug 2: C1C(C(OC1N2C=NC(=NC2=O)N)CO)O. Cell line: T-47D. Synergy scores: CSS=-2.08, Synergy_ZIP=2.86, Synergy_Bliss=4.97, Synergy_Loewe=0.119, Synergy_HSA=0.346. (7) Drug 1: CC1OCC2C(O1)C(C(C(O2)OC3C4COC(=O)C4C(C5=CC6=C(C=C35)OCO6)C7=CC(=C(C(=C7)OC)O)OC)O)O. Drug 2: CC1=C(N=C(N=C1N)C(CC(=O)N)NCC(C(=O)N)N)C(=O)NC(C(C2=CN=CN2)OC3C(C(C(C(O3)CO)O)O)OC4C(C(C(C(O4)CO)O)OC(=O)N)O)C(=O)NC(C)C(C(C)C(=O)NC(C(C)O)C(=O)NCCC5=NC(=CS5)C6=NC(=CS6)C(=O)NCCC[S+](C)C)O. Cell line: SF-268. Synergy scores: CSS=52.0, Synergy_ZIP=-1.84, Synergy_Bliss=-1.09, Synergy_Loewe=-3.84, Synergy_HSA=5.18. (8) Drug 1: C1=CC(=CC=C1CC(C(=O)O)N)N(CCCl)CCCl.Cl. Drug 2: C1C(C(OC1N2C=C(C(=O)NC2=O)F)CO)O. Cell line: UO-31. Synergy scores: CSS=19.9, Synergy_ZIP=-5.71, Synergy_Bliss=-10.1, Synergy_Loewe=-16.2, Synergy_HSA=-8.75. (9) Drug 1: C1=CC(=CC=C1C#N)C(C2=CC=C(C=C2)C#N)N3C=NC=N3. Drug 2: CC1=C(N=C(N=C1N)C(CC(=O)N)NCC(C(=O)N)N)C(=O)NC(C(C2=CN=CN2)OC3C(C(C(C(O3)CO)O)O)OC4C(C(C(C(O4)CO)O)OC(=O)N)O)C(=O)NC(C)C(C(C)C(=O)NC(C(C)O)C(=O)NCCC5=NC(=CS5)C6=NC(=CS6)C(=O)NCCC[S+](C)C)O. Cell line: OVCAR-8. Synergy scores: CSS=32.7, Synergy_ZIP=-9.33, Synergy_Bliss=-1.45, Synergy_Loewe=-4.50, Synergy_HSA=1.01.